This data is from Catalyst prediction with 721,799 reactions and 888 catalyst types from USPTO. The task is: Predict which catalyst facilitates the given reaction. (1) Reactant: [CH:7]1(C([CH:7]2[CH2:10][CH2:9][CH2:8]2)=O)[CH2:10][CH2:9][CH2:8]1.C(O)(=O)C.[CH3:15][NH:16][C:17]([C:19]1[CH:20]=[N:21][C:22]([O:25][CH2:26][C:27]2[CH:37]=[CH:36][C:30]3[CH2:31][CH2:32][NH:33][CH2:34][CH2:35][C:29]=3[CH:28]=2)=[CH:23][CH:24]=1)=[O:18].C(O[BH-](OC(=O)C)OC(=O)C)(=O)C.[Na+]. Product: [CH:7]1([N:33]2[CH2:32][CH2:31][C:30]3[CH:36]=[CH:37][C:27]([CH2:26][O:25][C:22]4[N:21]=[CH:20][C:19]([C:17]([NH:16][CH3:15])=[O:18])=[CH:24][CH:23]=4)=[CH:28][C:29]=3[CH2:35][CH2:34]2)[CH2:8][CH2:9][CH2:10]1. The catalyst class is: 98. (2) Reactant: [F:1][C:2]1[CH:3]=[C:4]2[C:9](=[C:10]([O:12][C@H:13]([CH3:17])[CH2:14][O:15][CH3:16])[CH:11]=1)[N:8]=[C:7]([CH3:18])[CH:6]=[CH:5]2.[Se](=O)=[O:20]. Product: [F:1][C:2]1[CH:3]=[C:4]2[C:9](=[C:10]([O:12][C@H:13]([CH3:17])[CH2:14][O:15][CH3:16])[CH:11]=1)[N:8]=[C:7]([CH:18]=[O:20])[CH:6]=[CH:5]2. The catalyst class is: 38. (3) Reactant: [CH2:1]([O:5][C:6]([C:8]1[N:9]=[C:10](Br)[C:11]2[C:16]([C:17]=1[OH:18])=[CH:15][C:14]([O:19][CH:20]1[CH2:25][CH2:24][CH2:23][CH2:22][CH2:21]1)=[CH:13][CH:12]=2)=[O:7])[CH2:2][CH2:3][CH3:4].C([O-])=O.[NH4+]. Product: [CH2:1]([O:5][C:6]([C:8]1[N:9]=[CH:10][C:11]2[C:16]([C:17]=1[OH:18])=[CH:15][C:14]([O:19][CH:20]1[CH2:25][CH2:24][CH2:23][CH2:22][CH2:21]1)=[CH:13][CH:12]=2)=[O:7])[CH2:2][CH2:3][CH3:4]. The catalyst class is: 78.